From a dataset of Peptide-MHC class II binding affinity with 134,281 pairs from IEDB. Regression. Given a peptide amino acid sequence and an MHC pseudo amino acid sequence, predict their binding affinity value. This is MHC class II binding data. The peptide sequence is YDKFLAVVSTVLTGK. The MHC is DRB1_0404 with pseudo-sequence DRB1_0404. The binding affinity (normalized) is 0.181.